Regression. Given a target protein amino acid sequence and a drug SMILES string, predict the binding affinity score between them. We predict pIC50 (pIC50 = -log10(IC50 in M); higher means more potent). Dataset: bindingdb_ic50. From a dataset of Drug-target binding data from BindingDB using IC50 measurements. (1) The small molecule is O=C(O)CCCCO/N=C(/c1ccccc1)C(Cc1ccc(F)cc1)n1ccnc1. The target protein (P49430) has sequence MEVLGLLKFEVSGTVVTVTLSVVLLALLKWYSTSAFSRLRKLGIRHPEPSPFVGNLMFFRQGFWESHLELRERYGPLCGYYLGRRMYIVISDPDMIKEVLVENFSNFSNRMASGLEPKLIADSVLMLRDRRWEEVRGALMSAFSPEKLNEMTPLISQACELLLSHLKHSAASGDAFDIQRCYCCFTTNVVASVAFGIEVNSQDAPEDPFVQHCQRVFAFSTPRPLLALILSFPSIMVPLARILPNKNRDELNGFFNTLIRNVIALRDKQTAEERRGDFLQMVLDAQRSMSSVGVEAFDMVTEALSSAECMGDPPQRCHPTSTAKPLTVDEIAGQAFLFLIAGHEITTNTLSFITYLLATHPECQERLLKEVDLFMEKHPAPEYCNLQEGLPYLDMVVAETLRMYPPAFRFTREAAQDCEVLGQHIPAGSVLEIAVGALHHDPEHWPNPETFDPERFTAEARLQQKPFTYLPFGAGPRSCLGVRLGLLVVKLTLLQVLHKF.... The pIC50 is 7.2. (2) The drug is COc1cc(OC)c(S(=O)(=O)N2c3ccccc3Oc3ccccc32)cc1NC(=O)CCC(=O)O. The pIC50 is 4.8. The target protein (Q8DQ18) has sequence MSNFAIILAAGKGTRMKSDLPKVLHKVAGISMLEHVFRSVGAIQPEKTVTVVGHKAELVEEVLAEQTEFVTQSEQLGTGHAVMMTEPILEGLSGHTLVIAGDTPLITGESLKNLIDFHINHKNVATILTAETDNPFGYGRIVRNDNAEVLRIVEQKDATDFEKQIKEINTGTYVFDNERLFEALKNINTNNAQGEYYITDVIGIFRETGEKVGAYTLKDFDESLGVNDRVALATAESVMRRRINHKHMVNGVSFVNPEATYIDIDVEIAPEVQIEANVILKGQTKIGAETVLTNGTYVVDSTIGAGAVITNSMIEESSVADGVTVGPYAHIRPNSSLGAQVHIGNFVEVKGSSIGENTKAGHLTYIGNCEVGSNVNFGAGTITVNYDGKNKYKTVIGDNVFVGSNSTIIAPVELGDNSLVGAGSTITKDVPADAIAIGRGRQINKDEYATRLPHHPKNQ. (3) The compound is CCc1oc2ccccc2c1C(=O)c1ccc(O)cc1. The target protein sequence is TNSDAESTTLAATTYQSEKPSVMAPAPAAQRLSSGDPSTSPSLSQTTPSKDTDDQSRKNMTSKNRGKRKADATSSQDSELERVFLWDLDETIIIFHSLLTGSYAQKYGKDPTVVIGSGLTMEEMIFEVADTHLFFNDLEECDQVHVEDVASDDNGQDLSNYSFSTDGFSGSGGSGSHGSSVGVQGGVDWMRKLAFRYRKVREIYDKHKSNVGGLLSPQRKEALQRLRAEIEVLTDSWLGTALKSLLLIQSRKNCVNVLITTTQLVPALAKVLLYGLGEIFPIENIYSA. The pIC50 is 4.7. (4) The small molecule is O=[N+]([O-])c1ccc(Cc2noc(NC3CCCCC3)n2)cc1. The target protein sequence is MACSFSRGSSCFPLAIIVSLGCLFRDFSIAKEEATKLGTVIGIDLGTTYSCVGVYKNGHVEIIANDQGNRITPSWSFTDSERLIGEAAKNLAAVNPERVIFDVKRLIGRKFEDKEVQRDMKLVPYKIVNKDGKPYIQEKIKDGETKVFSPEEISAMILTKMKETAEAFLGKKINDAVAYFNDAQRQATKDAGVIAGLNVARIINEPTAAAIAYGLDKKGGEKNILVFDLGGGTFDVSILTIDNGVFEVLATNGDTHLGGEDFDQRIMEYFIKLINKKHKKDISKDSRALSKLRREAERAKRALSSQHQVRVEIESLFDGVDFSEPLTRARFEELNNDLFRKTMGPVKKAMEDAGLQKNQIDEIVLVGGSTRIPKVQQLLKDYFDGKEPNKGVNADEAVAYGAAVQGSILSGEGGEETKDILLLDVAALTLGIETVGGVMTKLIPRNTVIPTKKSQVFTTYQDQQSTVSIQVFEGERSLTKDCRLLGKFELSGIPPAPRGT.... The pIC50 is 4.0.